Dataset: Full USPTO retrosynthesis dataset with 1.9M reactions from patents (1976-2016). Task: Predict the reactants needed to synthesize the given product. (1) Given the product [Cl:1][C:2]1[CH:7]=[CH:6][C:5]([C@:8]2([O:17][C@H:16]([CH2:18][OH:19])[C@@H:14]([OH:15])[C@H:12]([OH:13])[C@H:10]2[OH:11])[OH:9])=[CH:4][C:3]=1[CH2:20][C:21]1[CH:22]=[CH:23][C:24]([C:27]#[C:28][C:30]2[CH:31]=[N:32][NH:33][CH:34]=2)=[CH:25][CH:26]=1, predict the reactants needed to synthesize it. The reactants are: [Cl:1][C:2]1[CH:7]=[CH:6][C:5]([C@:8]2([O:17][C@H:16]([CH2:18][OH:19])[C@@H:14]([OH:15])[C@H:12]([OH:13])[C@H:10]2[OH:11])[OH:9])=[CH:4][C:3]=1[CH2:20][C:21]1[CH:26]=[CH:25][C:24]([C:27]#[CH:28])=[CH:23][CH:22]=1.I[C:30]1[CH:31]=[N:32][NH:33][CH:34]=1. (2) Given the product [CH3:12][O:13][C:14]1[CH:15]=[C:16]([CH2:20][CH2:21][NH:22][C:2]2[C:3]3[C:10]([CH3:11])=[CH:9][S:8][C:4]=3[N:5]=[CH:6][N:7]=2)[CH:17]=[CH:18][CH:19]=1, predict the reactants needed to synthesize it. The reactants are: Cl[C:2]1[C:3]2[C:10]([CH3:11])=[CH:9][S:8][C:4]=2[N:5]=[CH:6][N:7]=1.[CH3:12][O:13][C:14]1[CH:15]=[C:16]([CH2:20][CH2:21][NH2:22])[CH:17]=[CH:18][CH:19]=1.C(N(CC)CC)C.